Dataset: NCI-60 drug combinations with 297,098 pairs across 59 cell lines. Task: Regression. Given two drug SMILES strings and cell line genomic features, predict the synergy score measuring deviation from expected non-interaction effect. (1) Drug 1: CC12CCC3C(C1CCC2NC(=O)OCC(F)(F)F)CCC4C3(C=CC(=O)N4C)C. Drug 2: C1CC(CCC1OC2=C(C(=CC=C2)Cl)F)(CC3=NC(=CC=C3)NC4=NC=CS4)C(=O)O. Cell line: NCIH23. Synergy scores: CSS=35.3, Synergy_ZIP=-3.49, Synergy_Bliss=-5.21, Synergy_Loewe=-3.44, Synergy_HSA=-2.17. (2) Cell line: OVCAR-8. Drug 1: CC1CCC2CC(C(=CC=CC=CC(CC(C(=O)C(C(C(=CC(C(=O)CC(OC(=O)C3CCCCN3C(=O)C(=O)C1(O2)O)C(C)CC4CCC(C(C4)OC)OCCO)C)C)O)OC)C)C)C)OC. Synergy scores: CSS=3.61, Synergy_ZIP=0.261, Synergy_Bliss=2.44, Synergy_Loewe=-25.0, Synergy_HSA=-5.30. Drug 2: C1CC(=O)NC(=O)C1N2C(=O)C3=CC=CC=C3C2=O. (3) Drug 1: C1=CC=C(C=C1)NC(=O)CCCCCCC(=O)NO. Drug 2: CCN(CC)CCNC(=O)C1=C(NC(=C1C)C=C2C3=C(C=CC(=C3)F)NC2=O)C. Cell line: MALME-3M. Synergy scores: CSS=15.4, Synergy_ZIP=-0.243, Synergy_Bliss=-0.944, Synergy_Loewe=-9.11, Synergy_HSA=-1.62. (4) Drug 1: CCCS(=O)(=O)NC1=C(C(=C(C=C1)F)C(=O)C2=CNC3=C2C=C(C=N3)C4=CC=C(C=C4)Cl)F. Drug 2: C1C(C(OC1N2C=NC(=NC2=O)N)CO)O. Cell line: UACC62. Synergy scores: CSS=34.6, Synergy_ZIP=-1.60, Synergy_Bliss=-2.60, Synergy_Loewe=-6.06, Synergy_HSA=-1.54. (5) Drug 1: CC1=C(C(CCC1)(C)C)C=CC(=CC=CC(=CC(=O)O)C)C. Drug 2: C1CN(P(=O)(OC1)NCCCl)CCCl. Cell line: CCRF-CEM. Synergy scores: CSS=4.82, Synergy_ZIP=2.94, Synergy_Bliss=-5.60, Synergy_Loewe=1.96, Synergy_HSA=-5.84. (6) Drug 1: CCC1(C2=C(COC1=O)C(=O)N3CC4=CC5=C(C=CC(=C5CN(C)C)O)N=C4C3=C2)O.Cl. Drug 2: C1CCC(C(C1)N)N.C(=O)(C(=O)[O-])[O-].[Pt+4]. Cell line: NCI-H460. Synergy scores: CSS=59.4, Synergy_ZIP=18.1, Synergy_Bliss=18.6, Synergy_Loewe=-40.3, Synergy_HSA=18.6.